This data is from Catalyst prediction with 721,799 reactions and 888 catalyst types from USPTO. The task is: Predict which catalyst facilitates the given reaction. (1) Reactant: [C:1]1(CO)[CH:6]=[CH:5][C:4]([CH2:7][OH:8])=[CH:3][CH:2]=1.C(O)(=O)CC[C:14](C)=[O:15].C(N=C=NC(C)C)(C)C. Product: [C:3]1([CH2:14][OH:15])[C:4]([CH2:7][OH:8])=[CH:5][CH:6]=[CH:1][CH:2]=1. The catalyst class is: 166. (2) Reactant: [C:1]([O:5][C:6]([C:8]1[C:9]([C:14]2[CH:19]=[CH:18][C:17]([CH2:20]Br)=[CH:16][CH:15]=2)=[CH:10][CH:11]=[CH:12][CH:13]=1)=[O:7])([CH3:4])([CH3:3])[CH3:2].[C:22]1(=[O:32])[NH:26][C:25](=[O:27])[C:24]2=[CH:28][CH:29]=[CH:30][CH:31]=[C:23]12.[K]. Product: [C:1]([O:5][C:6]([C:8]1[C:9]([C:14]2[CH:19]=[CH:18][C:17]([CH2:20][N:26]3[C:22](=[O:32])[C:23]4[C:24](=[CH:28][CH:29]=[CH:30][CH:31]=4)[C:25]3=[O:27])=[CH:16][CH:15]=2)=[CH:10][CH:11]=[CH:12][CH:13]=1)=[O:7])([CH3:4])([CH3:3])[CH3:2]. The catalyst class is: 3. (3) Reactant: [CH3:1][O:2][C:3]1[CH:4]=[C:5]2[C:10](=[CH:11][C:12]=1[O:13][CH3:14])[N:9]=[CH:8][NH:7][C:6]2=[O:15].C1C=CC2N=CNC(=O)C=2C=1.[Cl:27][CH2:28][CH2:29][CH2:30]I.C(=O)([O-])[O-].[K+].[K+]. Product: [Cl:27][CH2:28][CH2:29][CH2:30][N:7]1[C:6](=[O:15])[C:5]2[C:10](=[CH:11][C:12]([O:13][CH3:14])=[C:3]([O:2][CH3:1])[CH:4]=2)[N:9]=[CH:8]1. The catalyst class is: 3. (4) Reactant: C1C=CC2N(O)N=NC=2C=1.[Br:11][C:12]1[CH:31]=[CH:30][CH:29]=[CH:28][C:13]=1[C:14]([N:16]1[CH2:21][CH2:20][N:19]([C:22](=[O:27])[CH2:23][C:24]([OH:26])=O)[CH2:18][CH2:17]1)=[O:15].CCN=C=NCCCN(C)C.Cl.[N:44]1([C:50]2[CH:55]=[CH:54][C:53]([NH2:56])=[CH:52][CH:51]=2)[CH2:49][CH2:48][O:47][CH2:46][CH2:45]1. Product: [Br:11][C:12]1[CH:31]=[CH:30][CH:29]=[CH:28][C:13]=1[C:14]([N:16]1[CH2:17][CH2:18][N:19]([C:22](=[O:27])[CH2:23][C:24]([NH:56][C:53]2[CH:52]=[CH:51][C:50]([N:44]3[CH2:49][CH2:48][O:47][CH2:46][CH2:45]3)=[CH:55][CH:54]=2)=[O:26])[CH2:20][CH2:21]1)=[O:15]. The catalyst class is: 792.